This data is from Forward reaction prediction with 1.9M reactions from USPTO patents (1976-2016). The task is: Predict the product of the given reaction. (1) Given the reactants [H-].[Na+].[CH3:3][C:4](=[O:9])[CH2:5][C:6](=[O:8])[CH3:7].[Li]CCCC.[CH2:15](Br)/[CH:16]=[C:17](/[CH2:19][CH2:20][CH:21]=[C:22]([CH3:24])[CH3:23])\[CH3:18], predict the reaction product. The product is: [CH3:18]/[C:17](/[CH2:19][CH2:20][CH:21]=[C:22]([CH3:24])[CH3:23])=[CH:16]\[CH2:15][CH2:3][C:4](=[O:9])[CH2:5][C:6](=[O:8])[CH3:7]. (2) Given the reactants FC(F)(F)C(O)=O.[C:8]([N:11]1[C:20]2[C:15](=[C:16]([O:39][CH2:40][CH2:41][CH3:42])[C:17]([C:21]3[CH:22]=[N:23][N:24]([CH:26]4[CH2:31][CH2:30][N:29](C(OC(C)(C)C)=O)[CH2:28][CH2:27]4)[CH:25]=3)=[CH:18][CH:19]=2)[CH2:14][CH2:13][C@@H:12]1[CH3:43])(=[O:10])[CH3:9], predict the reaction product. The product is: [CH3:43][C@H:12]1[CH2:13][CH2:14][C:15]2[C:20](=[CH:19][CH:18]=[C:17]([C:21]3[CH:22]=[N:23][N:24]([CH:26]4[CH2:27][CH2:28][NH:29][CH2:30][CH2:31]4)[CH:25]=3)[C:16]=2[O:39][CH2:40][CH2:41][CH3:42])[N:11]1[C:8](=[O:10])[CH3:9]. (3) Given the reactants Br[C:2]1[CH:3]=[C:4]2[C:9](=[CH:10][CH:11]=1)[C:8](=[O:12])[NH:7][C:6](=[O:13])[C:5]2=[CH:14][NH:15][C:16]1[CH:21]=[CH:20][C:19]([CH2:22][N:23]2[CH2:28][CH2:27][CH2:26][CH2:25][CH2:24]2)=[CH:18][CH:17]=1.[NH2:29][C:30]1[CH:35]=[CH:34][CH:33]=[CH:32][CH:31]=1, predict the reaction product. The product is: [NH:29]([C:2]1[CH:3]=[C:4]2[C:9](=[CH:10][CH:11]=1)[C:8](=[O:12])[NH:7][C:6](=[O:13])/[C:5]/2=[CH:14]\[NH:15][C:16]1[CH:21]=[CH:20][C:19]([CH2:22][N:23]2[CH2:28][CH2:27][CH2:26][CH2:25][CH2:24]2)=[CH:18][CH:17]=1)[C:30]1[CH:35]=[CH:34][CH:33]=[CH:32][CH:31]=1. (4) Given the reactants C(OC1C=CC([N:15]2[C:23]3[C:18](=[CH:19][CH:20]=[CH:21][CH:22]=3)[CH:17]=[C:16]2[CH2:24][CH2:25][O:26][Si:27]([C:30]([CH3:33])([CH3:32])[CH3:31])([CH3:29])[CH3:28])=CC=1)C1C=CC=CC=1.[Si](OCCC1NC2C(C=1)=CC=CC=2)(C(C)(C)C)(C)C.CN(C)CCN.P([O-])([O-])([O-])=O.[K+].[K+].[K+], predict the reaction product. The product is: [Si:27]([O:26][CH2:25][CH2:24][C:16]#[C:17][C:18]1[CH:19]=[CH:20][CH:21]=[CH:22][C:23]=1[NH2:15])([C:30]([CH3:32])([CH3:33])[CH3:31])([CH3:29])[CH3:28]. (5) Given the reactants [CH3:1][C:2]1([CH3:7])[CH2:6][CH2:5][CH:4]=[N:3]1.C(#N)C.C1COCC1.C[Si](C)(C)[O:18][C:19]([CH:21]=[CH2:22])=[CH2:20], predict the reaction product. The product is: [CH3:1][C:2]1([CH3:7])[N:3]2[CH:4]([CH2:20][C:19](=[O:18])[CH2:21][CH2:22]2)[CH2:5][CH2:6]1. (6) The product is: [Br:1][C:2]1[CH:3]=[CH:4][C:5]2[O:14][CH2:13][CH2:12][C:11]3[CH:10]=[C:9]([C:15]([N:33]([C:32]4[CH:35]=[CH:36][C:37]([Cl:39])=[CH:38][C:31]=4[Cl:30])[CH3:34])=[O:17])[S:8][C:7]=3[C:6]=2[CH:18]=1. Given the reactants [Br:1][C:2]1[CH:3]=[CH:4][C:5]2[O:14][CH2:13][CH2:12][C:11]3[CH:10]=[C:9]([C:15]([OH:17])=O)[S:8][C:7]=3[C:6]=2[CH:18]=1.C(Cl)(=O)C(Cl)=O.C(=O)([O-])O.[Na+].[Cl:30][C:31]1[CH:38]=[C:37]([Cl:39])[CH:36]=[CH:35][C:32]=1[NH:33][CH3:34], predict the reaction product. (7) Given the reactants [CH3:1][O:2][C:3]1[CH:8]=[C:7]([O:9][CH3:10])[CH:6]=[CH:5][C:4]=1[NH:11][C:12]1[N:16]([CH2:17][CH2:18][CH2:19][C:20](OCC)=O)[C:15]2[C:25]([CH:29]([CH2:32][CH3:33])[CH2:30][CH3:31])=[CH:26][CH:27]=[CH:28][C:14]=2[N:13]=1.[BH4-].[Li+].CS(Cl)(=O)=O.C(=O)([O-])[O-].[K+].[K+], predict the reaction product. The product is: [CH3:1][O:2][C:3]1[CH:8]=[C:7]([O:9][CH3:10])[CH:6]=[CH:5][C:4]=1[N:11]1[C:12]2=[N:13][C:14]3[CH:28]=[CH:27][CH:26]=[C:25]([CH:29]([CH2:32][CH3:33])[CH2:30][CH3:31])[C:15]=3[N:16]2[CH2:17][CH2:18][CH2:19][CH2:20]1.